Dataset: Peptide-MHC class I binding affinity with 185,985 pairs from IEDB/IMGT. Task: Regression. Given a peptide amino acid sequence and an MHC pseudo amino acid sequence, predict their binding affinity value. This is MHC class I binding data. (1) The peptide sequence is YTAVVPLVD. The MHC is HLA-B57:01 with pseudo-sequence HLA-B57:01. The binding affinity (normalized) is 0.109. (2) The peptide sequence is MQACPVDAI. The MHC is HLA-A02:06 with pseudo-sequence HLA-A02:06. The binding affinity (normalized) is 0.936. (3) The peptide sequence is GYAWIDFDI. The MHC is HLA-B08:03 with pseudo-sequence HLA-B08:03. The binding affinity (normalized) is 0.0847. (4) The peptide sequence is VHPVHAGPIA. The MHC is HLA-A23:01 with pseudo-sequence HLA-A23:01. The binding affinity (normalized) is 0. (5) The peptide sequence is IVSKCIVQSV. The MHC is HLA-A02:06 with pseudo-sequence HLA-A02:06. The binding affinity (normalized) is 0.417. (6) The peptide sequence is ILMARYMSK. The MHC is HLA-B15:01 with pseudo-sequence HLA-B15:01. The binding affinity (normalized) is 0.0847.